Binary Classification. Given a T-cell receptor sequence (or CDR3 region) and an epitope sequence, predict whether binding occurs between them. From a dataset of TCR-epitope binding with 47,182 pairs between 192 epitopes and 23,139 TCRs. The epitope is HTDFSSEIIGY. The TCR CDR3 sequence is CASSTPTNSRNQPQHF. Result: 0 (the TCR does not bind to the epitope).